From a dataset of NCI-60 drug combinations with 297,098 pairs across 59 cell lines. Regression. Given two drug SMILES strings and cell line genomic features, predict the synergy score measuring deviation from expected non-interaction effect. (1) Synergy scores: CSS=40.2, Synergy_ZIP=0.0698, Synergy_Bliss=1.29, Synergy_Loewe=-9.07, Synergy_HSA=4.96. Drug 1: CC1=CC=C(C=C1)C2=CC(=NN2C3=CC=C(C=C3)S(=O)(=O)N)C(F)(F)F. Cell line: UACC62. Drug 2: C1=NC(=NC(=O)N1C2C(C(C(O2)CO)O)O)N. (2) Drug 2: CCC1=C2CN3C(=CC4=C(C3=O)COC(=O)C4(CC)O)C2=NC5=C1C=C(C=C5)O. Cell line: UACC62. Drug 1: CC1CCC2CC(C(=CC=CC=CC(CC(C(=O)C(C(C(=CC(C(=O)CC(OC(=O)C3CCCCN3C(=O)C(=O)C1(O2)O)C(C)CC4CCC(C(C4)OC)OP(=O)(C)C)C)C)O)OC)C)C)C)OC. Synergy scores: CSS=41.4, Synergy_ZIP=-0.974, Synergy_Bliss=0.444, Synergy_Loewe=3.35, Synergy_HSA=5.76. (3) Drug 1: CCC1(CC2CC(C3=C(CCN(C2)C1)C4=CC=CC=C4N3)(C5=C(C=C6C(=C5)C78CCN9C7C(C=CC9)(C(C(C8N6C=O)(C(=O)OC)O)OC(=O)C)CC)OC)C(=O)OC)O.OS(=O)(=O)O. Drug 2: C1=CC=C(C=C1)NC(=O)CCCCCCC(=O)NO. Cell line: HS 578T. Synergy scores: CSS=48.5, Synergy_ZIP=-2.06, Synergy_Bliss=1.04, Synergy_Loewe=-15.5, Synergy_HSA=0.325. (4) Drug 1: CC1=C(C=C(C=C1)NC(=O)C2=CC=C(C=C2)CN3CCN(CC3)C)NC4=NC=CC(=N4)C5=CN=CC=C5. Drug 2: C(CN)CNCCSP(=O)(O)O. Cell line: PC-3. Synergy scores: CSS=-1.81, Synergy_ZIP=2.29, Synergy_Bliss=2.44, Synergy_Loewe=0.501, Synergy_HSA=-0.827. (5) Drug 1: C1=CC(=CC=C1CCC2=CNC3=C2C(=O)NC(=N3)N)C(=O)NC(CCC(=O)O)C(=O)O. Drug 2: C(CC(=O)O)C(=O)CN.Cl. Cell line: SNB-19. Synergy scores: CSS=30.5, Synergy_ZIP=-4.37, Synergy_Bliss=0.794, Synergy_Loewe=-14.1, Synergy_HSA=2.63.